Predict the product of the given reaction. From a dataset of Forward reaction prediction with 1.9M reactions from USPTO patents (1976-2016). Given the reactants [Br:1][C:2]1[CH:3]=[C:4]([O:9][CH2:10][CH2:11]CS([O-])(=O)=O)[C:5](Cl)=[N:6][CH:7]=1.[C:17]([O-:20])([O-])=O.[Na+].[Na+].[NH:23]1[CH2:28][CH2:27][O:26][CH2:25][CH2:24]1, predict the reaction product. The product is: [Br:1][C:2]1[CH:3]=[C:4]([O:9][CH2:10][CH2:11][N:6]2[CH2:7][CH2:17][O:20][CH2:4][CH2:5]2)[C:5]([N:23]2[CH2:28][CH2:27][O:26][CH2:25][CH2:24]2)=[N:6][CH:7]=1.